From a dataset of Catalyst prediction with 721,799 reactions and 888 catalyst types from USPTO. Predict which catalyst facilitates the given reaction. (1) Reactant: FC1C=C(C=CC=1OC)C(O[C:8]1[C:13]([NH:14][C:15](=[O:25])[C:16]2[CH:21]=[CH:20][C:19]([O:22][CH3:23])=[C:18]([F:24])[CH:17]=2)=[CH:12][C:11]([O:26][CH3:27])=[CH:10][C:9]=1[Br:28])=O.O.C1(C)C=CC(S(O)(=O)=O)=CC=1.CC1C=CC(C)=CC=1. Product: [Br:28][C:9]1[C:8]2[O:25][C:15]([C:16]3[CH:21]=[CH:20][C:19]([O:22][CH3:23])=[C:18]([F:24])[CH:17]=3)=[N:14][C:13]=2[CH:12]=[C:11]([O:26][CH3:27])[CH:10]=1. The catalyst class is: 6. (2) Reactant: [Br:1][C:2]1[CH:3]=[CH:4][C:5]([NH:15][CH2:16][C:17]2([OH:22])[CH2:21][CH2:20][CH2:19][CH2:18]2)=[C:6]([NH:8][C:9](=O)[C:10]([CH3:13])([CH3:12])[CH3:11])[CH:7]=1.O.C1(C)C=CC(S(O)(=O)=O)=CC=1. Product: [Br:1][C:2]1[CH:3]=[CH:4][C:5]2[N:15]([CH2:16][C:17]3([OH:22])[CH2:21][CH2:20][CH2:19][CH2:18]3)[C:9]([C:10]([CH3:13])([CH3:12])[CH3:11])=[N:8][C:6]=2[CH:7]=1. The catalyst class is: 11. (3) Reactant: F[C:2]1[CH:7]=[CH:6][C:5]([N+:8]([O-:10])=[O:9])=[CH:4][CH:3]=1.[CH3:11][C@H:12]1[CH2:17][NH:16][C@H:15]([CH3:18])[CH2:14][NH:13]1. The catalyst class is: 37. Product: [CH3:11][C@H:12]1[CH2:17][NH:16][C@H:15]([CH3:18])[CH2:14][N:13]1[C:2]1[CH:7]=[CH:6][C:5]([N+:8]([O-:10])=[O:9])=[CH:4][CH:3]=1. (4) Reactant: [CH:1]([CH:3]([Br:6])[CH:4]=O)=O.[CH3:7][O:8][C:9]1[CH:14]=[CH:13][CH:12]=[C:11]([NH2:15])[CH:10]=1.C(O)(=O)C. Product: [Br:6][C:3]1[CH:1]=[N:15][C:11]2[C:12]([CH:4]=1)=[CH:13][CH:14]=[C:9]([O:8][CH3:7])[CH:10]=2. The catalyst class is: 8.